Regression/Classification. Given a drug SMILES string, predict its absorption, distribution, metabolism, or excretion properties. Task type varies by dataset: regression for continuous measurements (e.g., permeability, clearance, half-life) or binary classification for categorical outcomes (e.g., BBB penetration, CYP inhibition). Dataset: cyp3a4_veith. From a dataset of CYP3A4 inhibition data for predicting drug metabolism from PubChem BioAssay. (1) The compound is Oc1c(I)cc(Cl)c2cccnc12. The result is 0 (non-inhibitor). (2) The drug is COC(=O)c1ccc(Sc2ccccc2NS(=O)(=O)c2ccc(C)cc2)nc1. The result is 1 (inhibitor). (3) The drug is COc1ccc(-c2nc3cnc(OC)nc3n(C[C@H]3CCCO3)c2=O)cc1. The result is 1 (inhibitor).